This data is from Catalyst prediction with 721,799 reactions and 888 catalyst types from USPTO. The task is: Predict which catalyst facilitates the given reaction. (1) Reactant: [F:1][C:2]([F:43])([F:42])[C:3]1[CH:4]=[C:5]([C:13]([CH3:41])([CH3:40])[C:14]([N:16]([C:18]2[CH:19]=[N:20][C:21]([S:31][C:32]3[CH:37]=[CH:36][CH:35]=[C:34]([O:38][CH3:39])[CH:33]=3)=[CH:22][C:23]=2[C:24]2[CH:29]=[CH:28][CH:27]=[CH:26][C:25]=2[CH3:30])[CH3:17])=[O:15])[CH:6]=[C:7]([C:9]([F:12])([F:11])[F:10])[CH:8]=1.ClC1C=CC=C(C(OO)=[O:52])C=1. Product: [F:43][C:2]([F:1])([F:42])[C:3]1[CH:4]=[C:5]([C:13]([CH3:41])([CH3:40])[C:14]([N:16]([C:18]2[CH:19]=[N:20][C:21]([S:31]([C:32]3[CH:37]=[CH:36][CH:35]=[C:34]([O:38][CH3:39])[CH:33]=3)=[O:52])=[CH:22][C:23]=2[C:24]2[CH:29]=[CH:28][CH:27]=[CH:26][C:25]=2[CH3:30])[CH3:17])=[O:15])[CH:6]=[C:7]([C:9]([F:11])([F:12])[F:10])[CH:8]=1. The catalyst class is: 4. (2) Reactant: [NH2:1][CH2:2][CH:3]1[CH:7]2[CH2:8][CH2:9][CH2:10][CH:6]2[CH2:5][N:4]1[C:11]([C:13]1[N:14]=[C:15]([CH3:25])[S:16][C:17]=1[C:18]1[CH:23]=[CH:22][C:21]([F:24])=[CH:20][CH:19]=1)=[O:12].Cl[C:27]1[O:28][C:29]2[CH:35]=[CH:34][CH:33]=[CH:32][C:30]=2[N:31]=1.CCN(C(C)C)C(C)C. Product: [O:28]1[C:29]2[CH:35]=[CH:34][CH:33]=[CH:32][C:30]=2[N:31]=[C:27]1[NH:1][CH2:2][CH:3]1[CH:7]2[CH2:8][CH2:9][CH2:10][CH:6]2[CH2:5][N:4]1[C:11]([C:13]1[N:14]=[C:15]([CH3:25])[S:16][C:17]=1[C:18]1[CH:19]=[CH:20][C:21]([F:24])=[CH:22][CH:23]=1)=[O:12]. The catalyst class is: 10. (3) Reactant: [F:1][C:2]1[C:10]([N+:11]([O-:13])=[O:12])=[CH:9][CH:8]=[C:7]2[C:3]=1[C:4]1([CH2:17][CH2:16][CH2:15]1)[C:5](=[O:14])[NH:6]2.[H-].[Na+].[CH3:20]I.[Cl-].[NH4+]. Product: [F:1][C:2]1[C:10]([N+:11]([O-:13])=[O:12])=[CH:9][CH:8]=[C:7]2[C:3]=1[C:4]1([CH2:17][CH2:16][CH2:15]1)[C:5](=[O:14])[N:6]2[CH3:20]. The catalyst class is: 3. (4) Product: [OH:1][CH2:2][C:3]1[N:8]=[C:7]([C:9](=[N:12][OH:13])[CH3:10])[CH:6]=[CH:5][CH:4]=1. Reactant: [OH:1][CH2:2][C:3]1[N:8]=[C:7]([C:9](=O)[CH3:10])[CH:6]=[CH:5][CH:4]=1.[NH2:12][OH:13]. The catalyst class is: 8. (5) Reactant: [Cl:1][C:2]1[CH:9]=[C:8]([O:10][CH3:11])[CH:7]=[C:6]([O:12][CH3:13])[C:3]=1[CH:4]=O.[NH:14]1[CH2:19][CH2:18][CH2:17][CH2:16][CH2:15]1.C(O[BH-](OC(=O)C)OC(=O)C)(=O)C.[Na+].Cl. Product: [Cl:1][C:2]1[CH:9]=[C:8]([O:10][CH3:11])[CH:7]=[C:6]([O:12][CH3:13])[C:3]=1[CH2:4][N:14]1[CH2:19][CH2:18][CH2:17][CH2:16][CH2:15]1. The catalyst class is: 34. (6) Reactant: [CH:1]1([C@H:7]([O:20][CH3:21])[C:8]2[CH:13]=[CH:12][C:11]([C:14]([F:17])([F:16])[F:15])=[CH:10][C:9]=2[CH2:18]O)[CH2:6][CH2:5][CH2:4][CH2:3][CH2:2]1.C(Br)(Br)(Br)[Br:23].C1(P(C2C=CC=CC=2)C2C=CC=CC=2)C=CC=CC=1. Product: [Br:23][CH2:18][C:9]1[CH:10]=[C:11]([C:14]([F:17])([F:16])[F:15])[CH:12]=[CH:13][C:8]=1[C@H:7]([CH:1]1[CH2:6][CH2:5][CH2:4][CH2:3][CH2:2]1)[O:20][CH3:21]. The catalyst class is: 2. (7) Reactant: C([N:4]1[C:12]2[C:7](=[C:8]([C:15]([F:18])([F:17])[F:16])[C:9]([C:13]#[N:14])=[CH:10][CH:11]=2)[CH:6]=[N:5]1)(=O)C.Cl.[OH-].[Na+].CCOC(C)=O. Product: [F:17][C:15]([F:16])([F:18])[C:8]1[C:9]([C:13]#[N:14])=[CH:10][CH:11]=[C:12]2[C:7]=1[CH:6]=[N:5][NH:4]2. The catalyst class is: 14. (8) Reactant: Br[C:2]1[CH:3]=[C:4]2[C:9](=[CH:10][CH:11]=1)[CH:8]=[N:7][CH:6]=[CH:5]2.[I-:12].[K+].ClCCl.C(OCC)C. Product: [I:12][C:2]1[CH:3]=[C:4]2[C:9](=[CH:10][CH:11]=1)[CH:8]=[N:7][CH:6]=[CH:5]2. The catalyst class is: 590. (9) Reactant: [O:1]=[C:2]1[C:11]([C:12]([O:14]CC)=[O:13])=[CH:10][C:9]2[C:4](=[N:5][CH:6]=[CH:7][CH:8]=2)[N:3]1[C:17]1[CH:22]=[CH:21][CH:20]=[CH:19][CH:18]=1.C(=O)([O-])[O-].[K+].[K+].O. Product: [O:1]=[C:2]1[C:11]([C:12]([OH:14])=[O:13])=[CH:10][C:9]2[C:4](=[N:5][CH:6]=[CH:7][CH:8]=2)[N:3]1[C:17]1[CH:18]=[CH:19][CH:20]=[CH:21][CH:22]=1. The catalyst class is: 12. (10) Reactant: [Br:1][C:2]1[CH:7]=[CH:6][C:5]([C:8]([C:19]2[CH:24]=[CH:23][C:22]([S:25]([CH3:28])(=[O:27])=[O:26])=[CH:21][CH:20]=2)=[N:9][C@H:10]([C:15]([O:17][CH3:18])=[O:16])[CH2:11][CH:12]([CH3:14])[CH3:13])=[CH:4][CH:3]=1.BrC1C=CC(C(C2C=CC(S(C)(=O)=O)=CC=2)=O)=CC=1.[BH4-].[Na+]. Product: [Br:1][C:2]1[CH:7]=[CH:6][C:5]([CH:8]([C:19]2[CH:20]=[CH:21][C:22]([S:25]([CH3:28])(=[O:27])=[O:26])=[CH:23][CH:24]=2)[NH:9][C@H:10]([C:15]([O:17][CH3:18])=[O:16])[CH2:11][CH:12]([CH3:13])[CH3:14])=[CH:4][CH:3]=1. The catalyst class is: 404.